From a dataset of Full USPTO retrosynthesis dataset with 1.9M reactions from patents (1976-2016). Predict the reactants needed to synthesize the given product. Given the product [F:24][C:20]1[C:19]([CH3:25])=[C:18]([C@:5]2([C:3]([O:2][CH3:1])=[O:4])[CH2:9][CH2:8][C:7]([C:33]3[CH:34]=[CH:35][C:30]4[O:29][N:28]=[C:27]([CH3:26])[C:31]=4[CH:32]=3)=[CH:6]2)[CH:23]=[CH:22][CH:21]=1, predict the reactants needed to synthesize it. The reactants are: [CH3:1][O:2][C:3]([C@@:5]1([C:18]2[CH:23]=[CH:22][CH:21]=[C:20]([F:24])[C:19]=2[CH3:25])[CH2:9][CH2:8][C:7](OS(C(F)(F)F)(=O)=O)=[CH:6]1)=[O:4].[CH3:26][C:27]1[C:31]2[CH:32]=[C:33](B3OC(C)(C)C(C)(C)O3)[CH:34]=[CH:35][C:30]=2[O:29][N:28]=1.